This data is from NCI-60 drug combinations with 297,098 pairs across 59 cell lines. The task is: Regression. Given two drug SMILES strings and cell line genomic features, predict the synergy score measuring deviation from expected non-interaction effect. (1) Drug 1: CN(C(=O)NC(C=O)C(C(C(CO)O)O)O)N=O. Drug 2: CC1C(C(CC(O1)OC2CC(CC3=C2C(=C4C(=C3O)C(=O)C5=CC=CC=C5C4=O)O)(C(=O)C)O)N)O. Cell line: HCC-2998. Synergy scores: CSS=62.8, Synergy_ZIP=-1.72, Synergy_Bliss=-1.44, Synergy_Loewe=-50.0, Synergy_HSA=-0.824. (2) Drug 1: C1CN1P(=S)(N2CC2)N3CC3. Drug 2: COC1=C2C(=CC3=C1OC=C3)C=CC(=O)O2. Cell line: OVCAR3. Synergy scores: CSS=-7.80, Synergy_ZIP=6.55, Synergy_Bliss=9.51, Synergy_Loewe=-6.49, Synergy_HSA=-3.39. (3) Drug 1: C1CCC(CC1)NC(=O)N(CCCl)N=O. Drug 2: CC1=C(N=C(N=C1N)C(CC(=O)N)NCC(C(=O)N)N)C(=O)NC(C(C2=CN=CN2)OC3C(C(C(C(O3)CO)O)O)OC4C(C(C(C(O4)CO)O)OC(=O)N)O)C(=O)NC(C)C(C(C)C(=O)NC(C(C)O)C(=O)NCCC5=NC(=CS5)C6=NC(=CS6)C(=O)NCCC[S+](C)C)O. Cell line: OVCAR-8. Synergy scores: CSS=25.9, Synergy_ZIP=-3.39, Synergy_Bliss=4.09, Synergy_Loewe=-1.94, Synergy_HSA=2.68. (4) Drug 1: C1=C(C(=O)NC(=O)N1)N(CCCl)CCCl. Drug 2: CNC(=O)C1=NC=CC(=C1)OC2=CC=C(C=C2)NC(=O)NC3=CC(=C(C=C3)Cl)C(F)(F)F. Cell line: HS 578T. Synergy scores: CSS=22.5, Synergy_ZIP=-6.46, Synergy_Bliss=-1.31, Synergy_Loewe=-10.7, Synergy_HSA=-2.32. (5) Synergy scores: CSS=2.12, Synergy_ZIP=-3.32, Synergy_Bliss=-2.20, Synergy_Loewe=-4.53, Synergy_HSA=-4.51. Drug 2: CC1=C(C=C(C=C1)NC(=O)C2=CC=C(C=C2)CN3CCN(CC3)C)NC4=NC=CC(=N4)C5=CN=CC=C5. Drug 1: C1CCC(CC1)NC(=O)N(CCCl)N=O. Cell line: OVCAR3. (6) Drug 1: C1CC(=O)NC(=O)C1N2CC3=C(C2=O)C=CC=C3N. Drug 2: CC1OCC2C(O1)C(C(C(O2)OC3C4COC(=O)C4C(C5=CC6=C(C=C35)OCO6)C7=CC(=C(C(=C7)OC)O)OC)O)O. Cell line: MALME-3M. Synergy scores: CSS=13.8, Synergy_ZIP=-1.92, Synergy_Bliss=4.68, Synergy_Loewe=-10.2, Synergy_HSA=4.81. (7) Drug 1: C1=NC2=C(N1)C(=S)N=C(N2)N. Drug 2: CN(C(=O)NC(C=O)C(C(C(CO)O)O)O)N=O. Cell line: RXF 393. Synergy scores: CSS=0.857, Synergy_ZIP=-4.91, Synergy_Bliss=-5.60, Synergy_Loewe=-20.9, Synergy_HSA=-6.21. (8) Drug 1: CC12CCC3C(C1CCC2=O)CC(=C)C4=CC(=O)C=CC34C. Drug 2: C1CCC(CC1)NC(=O)N(CCCl)N=O. Cell line: HS 578T. Synergy scores: CSS=46.5, Synergy_ZIP=-0.825, Synergy_Bliss=4.61, Synergy_Loewe=-8.63, Synergy_HSA=5.33. (9) Drug 1: CC1=C(C(CCC1)(C)C)C=CC(=CC=CC(=CC(=O)O)C)C. Drug 2: COCCOC1=C(C=C2C(=C1)C(=NC=N2)NC3=CC=CC(=C3)C#C)OCCOC.Cl. Cell line: SK-OV-3. Synergy scores: CSS=10.6, Synergy_ZIP=0.649, Synergy_Bliss=4.02, Synergy_Loewe=0.602, Synergy_HSA=4.05. (10) Drug 1: CC1OCC2C(O1)C(C(C(O2)OC3C4COC(=O)C4C(C5=CC6=C(C=C35)OCO6)C7=CC(=C(C(=C7)OC)O)OC)O)O. Drug 2: C#CCC(CC1=CN=C2C(=N1)C(=NC(=N2)N)N)C3=CC=C(C=C3)C(=O)NC(CCC(=O)O)C(=O)O. Cell line: MOLT-4. Synergy scores: CSS=71.5, Synergy_ZIP=1.06, Synergy_Bliss=1.25, Synergy_Loewe=1.34, Synergy_HSA=1.41.